From a dataset of Reaction yield outcomes from USPTO patents with 853,638 reactions. Predict the reaction yield, written as a fraction of the theoretical maximum amount of product (1.0 means a 100% yield; for example, 0.34 means a 34% yield). (1) The product is [C:20]1([CH:19]([C:26]2[CH:31]=[CH:30][CH:29]=[CH:28][CH:27]=2)[N:17]2[CH2:18][CH:15]([O:7][C:1]3[CH:6]=[CH:5][CH:4]=[CH:3][CH:2]=3)[CH2:16]2)[CH:21]=[CH:22][CH:23]=[CH:24][CH:25]=1. The reactants are [C:1]1([OH:7])[CH:6]=[CH:5][CH:4]=[CH:3][CH:2]=1.[H-].[Na+].CS(O[CH:15]1[CH2:18][N:17]([CH:19]([C:26]2[CH:31]=[CH:30][CH:29]=[CH:28][CH:27]=2)[C:20]2[CH:25]=[CH:24][CH:23]=[CH:22][CH:21]=2)[CH2:16]1)(=O)=O. The catalyst is C1(C)C=CC=CC=1. The yield is 0.840. (2) The reactants are [NH2:1][N:2]1[C:7](=[O:8])[C:6]([C:9]2[NH:14][C:13]3[CH:15]=[CH:16][CH:17]=[CH:18][C:12]=3[S:11](=[O:20])(=[O:19])[N:10]=2)=[C:5]([OH:21])[C:4]2[S:22][CH:23]=[CH:24][C:3]1=2.[CH3:25][C:26]1[CH:33]=[CH:32][C:29]([CH:30]=O)=[CH:28][CH:27]=1. The catalyst is CN(C)C(=O)C. The product is [O:19]=[S:11]1(=[O:20])[C:12]2[CH:18]=[CH:17][CH:16]=[CH:15][C:13]=2[NH:14][C:9]([C:6]2[C:7](=[O:8])[N:2]([N:1]=[CH:25][C:26]3[CH:33]=[CH:32][C:29]([CH3:30])=[CH:28][CH:27]=3)[C:3]3[CH:24]=[CH:23][S:22][C:4]=3[C:5]=2[OH:21])=[N:10]1. The yield is 0.810. (3) The reactants are [NH:1]1[C:5]2[CH:6]=[CH:7][C:8]([C:10]([OH:12])=O)=[CH:9][C:4]=2[N:3]=[CH:2]1.[CH2:13]([C@:15]12[C:24]3[CH:25]=[CH:26][CH:27]=[CH:28][C:23]=3[CH2:22][CH2:21][C@@H:20]1[NH:19][CH2:18][CH2:17][CH2:16]2)[CH3:14]. The catalyst is C(Cl)Cl.CO. The product is [NH:1]1[C:5]2[CH:6]=[CH:7][C:8]([C:10]([N:19]3[C@@H:20]4[C@:15]([CH2:13][CH3:14])([C:24]5[CH:25]=[CH:26][CH:27]=[CH:28][C:23]=5[CH2:22][CH2:21]4)[CH2:16][CH2:17][CH2:18]3)=[O:12])=[CH:9][C:4]=2[N:3]=[CH:2]1. The yield is 0.440. (4) The reactants are [F:1][C:2]1[CH:7]=[C:6]([CH3:8])[CH:5]=[CH:4][N:3]=1.[CH2:9]1[O:11][CH2:10]1.FC1C=C(CCO)C=CN=1. No catalyst specified. The product is [F:1][C:2]1[CH:7]=[C:6]([CH2:8][CH2:9][CH2:10][OH:11])[CH:5]=[CH:4][N:3]=1. The yield is 0.530. (5) The reactants are N[C:2]1[CH:3]=[C:4]([CH:8]=[C:9]([C:11]([O:13][CH3:14])=[O:12])[CH:10]=1)[C:5]([OH:7])=[O:6].N([O-])=O.[Na+].[BrH:19]. No catalyst specified. The product is [Br:19][C:2]1[CH:3]=[C:4]([CH:8]=[C:9]([C:11]([O:13][CH3:14])=[O:12])[CH:10]=1)[C:5]([OH:7])=[O:6]. The yield is 0.680. (6) The reactants are [Br:1][C:2]1[CH:23]=[CH:22][C:5](/[CH:6]=[CH:7]\[C:8]2[CH:13]=[CH:12][CH:11]=[CH:10][C:9]=2[NH:14]C(=O)OC(C)(C)C)=[C:4]([CH:24]=O)[CH:3]=1.CCOC(C)=O.[BH4-].[Na+]. The catalyst is Cl.O. The product is [Br:1][C:2]1[CH:23]=[CH:22][C:5]2[CH:6]=[CH:7][C:8]3[CH:13]=[CH:12][CH:11]=[CH:10][C:9]=3[NH:14][CH2:24][C:4]=2[CH:3]=1. The yield is 0.910.